Dataset: Forward reaction prediction with 1.9M reactions from USPTO patents (1976-2016). Task: Predict the product of the given reaction. (1) Given the reactants [F:1][C:2]1[CH:3]=[C:4]([C@@H:10]2[CH2:14][NH:13][C:12](=[O:15])[CH2:11]2)[CH:5]=[C:6]([F:9])[C:7]=1[F:8].[CH2:16]=[O:17], predict the reaction product. The product is: [OH:17][CH2:16][N:13]1[CH2:14][C@@H:10]([C:4]2[CH:3]=[C:2]([F:1])[C:7]([F:8])=[C:6]([F:9])[CH:5]=2)[CH2:11][C:12]1=[O:15]. (2) Given the reactants [C:1]1([CH:7]([C:24]2[CH:29]=[CH:28][CH:27]=[CH:26][CH:25]=2)[N:8]2[CH2:11][CH:10]([O:12][N:13]3C(=O)C4C(=CC=CC=4)C3=O)[CH2:9]2)[CH:6]=[CH:5][CH:4]=[CH:3][CH:2]=1.O.NN, predict the reaction product. The product is: [NH2:13][O:12][CH:10]1[CH2:11][N:8]([CH:7]([C:1]2[CH:6]=[CH:5][CH:4]=[CH:3][CH:2]=2)[C:24]2[CH:29]=[CH:28][CH:27]=[CH:26][CH:25]=2)[CH2:9]1. (3) The product is: [NH:19]([C:2]1[CH:3]=[CH:4][C:5]2[C:6]([N:18]=1)=[N:7][C:8]([C:12]1[CH:17]=[CH:16][CH:15]=[CH:14][CH:13]=1)=[C:9]([OH:11])[N:10]=2)[NH2:20]. Given the reactants Cl[C:2]1[CH:3]=[CH:4][C:5]2[C:6]([N:18]=1)=[N:7][C:8]([C:12]1[CH:17]=[CH:16][CH:15]=[CH:14][CH:13]=1)=[C:9]([OH:11])[N:10]=2.[NH2:19][NH2:20].O1CCOCC1, predict the reaction product. (4) Given the reactants [CH3:1][N:2]([CH3:29])[C:3]1[N:8]=[CH:7][C:6]([C:9]2[C:22]3[C:17](=[CH:18][C:19]([O:25][CH2:26][CH3:27])=[C:20]([O:23][CH3:24])[CH:21]=3)[C@@H:16]3[C@@H:11]([CH2:12][CH2:13][C@@H:14]([OH:28])[CH2:15]3)[N:10]=2)=[CH:5][N:4]=1.[C:30]([OH:39])(=[O:38])[C@@H:31]([C@H:33]([C:35]([OH:37])=[O:36])[OH:34])[OH:32], predict the reaction product. The product is: [C:35]([C@@H:33]([C@H:31]([C:30]([OH:39])=[O:38])[OH:32])[OH:34])([OH:37])=[O:36].[CH3:29][N:2]([CH3:1])[C:3]1[N:4]=[CH:5][C:6]([C:9]2[C:22]3[C:17](=[CH:18][C:19]([O:25][CH2:26][CH3:27])=[C:20]([O:23][CH3:24])[CH:21]=3)[C@@H:16]3[C@@H:11]([CH2:12][CH2:13][C@@H:14]([OH:28])[CH2:15]3)[N:10]=2)=[CH:7][N:8]=1. (5) Given the reactants C([O:5][C:6](=[O:37])[CH2:7][N:8]1[C:16]2[C:11](=[CH:12][CH:13]=[C:14]([O:17][CH2:18][CH2:19][C:20]3[S:24][C:23]([C:25]4[CH:30]=[CH:29][C:28]([O:31][C:32]([F:35])([F:34])[F:33])=[CH:27][CH:26]=4)=[N:22][C:21]=3[CH3:36])[CH:15]=2)[CH:10]=[CH:9]1)(C)(C)C.[Li+].[OH-], predict the reaction product. The product is: [CH3:36][C:21]1[N:22]=[C:23]([C:25]2[CH:26]=[CH:27][C:28]([O:31][C:32]([F:35])([F:33])[F:34])=[CH:29][CH:30]=2)[S:24][C:20]=1[CH2:19][CH2:18][O:17][C:14]1[CH:15]=[C:16]2[C:11]([CH:10]=[CH:9][N:8]2[CH2:7][C:6]([OH:37])=[O:5])=[CH:12][CH:13]=1. (6) The product is: [Cl:12][C:4]1[C:5]([O:10][CH3:11])=[CH:6][C:7]([O:8][CH3:9])=[C:2]([Cl:1])[C:3]=1[C:13]1[N:18]=[CH:17][C:16]2[C:19]([I:22])=[N:20][NH:21][C:15]=2[CH:14]=1. Given the reactants [Cl:1][C:2]1[C:7]([O:8][CH3:9])=[CH:6][C:5]([O:10][CH3:11])=[C:4]([Cl:12])[C:3]=1[C:13]1[N:18]=[CH:17][C:16]2[CH:19]=[N:20][NH:21][C:15]=2[CH:14]=1.[I:22]N1C(=O)CCC1=O, predict the reaction product. (7) Given the reactants Cl.[CH3:2][C@@H:3]1[C@@H:8]([OH:9])[CH2:7][CH2:6][N:5]([CH2:10][CH2:11][C:12]23[CH2:19][CH2:18][CH:15]([CH2:16][CH2:17]2)[NH:14][O:13]3)[CH2:4]1, predict the reaction product. The product is: [NH2:14][CH:15]1[CH2:16][CH2:17][C:12]([CH2:11][CH2:10][N:5]2[CH2:6][CH2:7][C@H:8]([OH:9])[C@@H:3]([CH3:2])[CH2:4]2)([OH:13])[CH2:19][CH2:18]1. (8) The product is: [O:46]1[CH2:45][C@@H:44]1[CH2:43][O:26][C:23]1[CH:22]=[CH:21][C:20]([C:17]([C:14]2[CH:13]=[CH:12][C:11]([O:10][CH2:9][C@H:8]([OH:7])[CH2:27][O:28][CH2:29][C:30]#[CH:31])=[CH:16][CH:15]=2)([CH3:19])[CH3:18])=[CH:25][CH:24]=1. Given the reactants C(=O)([O-])[O-].[K+].[K+].[OH:7][C@H:8]([CH2:27][O:28][CH2:29][C:30]#[CH:31])[CH2:9][O:10][C:11]1[CH:16]=[CH:15][C:14]([C:17]([C:20]2[CH:25]=[CH:24][C:23]([OH:26])=[CH:22][CH:21]=2)([CH3:19])[CH3:18])=[CH:13][CH:12]=1.CC1C=CC(S(O[CH2:43][C@@H:44]2[O:46][CH2:45]2)(=O)=O)=CC=1, predict the reaction product. (9) The product is: [C:18]([NH:17][C:14]1[S:15][CH:16]=[C:12]([CH2:11][CH2:10][C:8]2[S:9][C:5]([CH2:4][CH2:3][CH2:2][NH:1][CH:29]([NH:30][C:31](=[O:32])[O:33][C:34]([CH3:37])([CH3:36])[CH3:35])[NH:28][C:26](=[O:27])[O:25][C:21]([CH3:24])([CH3:23])[CH3:22])=[CH:6][CH:7]=2)[N:13]=1)(=[O:20])[CH3:19]. Given the reactants [NH2:1][CH2:2][CH2:3][CH2:4][C:5]1[S:9][C:8]([CH2:10][CH2:11][C:12]2[N:13]=[C:14]([NH:17][C:18](=[O:20])[CH3:19])[S:15][CH:16]=2)=[CH:7][CH:6]=1.[C:21]([O:25][C:26]([NH:28][C:29](N1C=CC=N1)=[N:30][C:31]([O:33][C:34]([CH3:37])([CH3:36])[CH3:35])=[O:32])=[O:27])([CH3:24])([CH3:23])[CH3:22], predict the reaction product.